From a dataset of Catalyst prediction with 721,799 reactions and 888 catalyst types from USPTO. Predict which catalyst facilitates the given reaction. (1) Product: [CH2:1]([O:3][C:4](=[O:42])[CH2:5][CH2:6][CH2:7][O:8][C:9]1[CH:14]=[CH:13][CH:12]=[C:11]([CH2:15][CH2:16][CH2:17][CH2:18][CH2:19][CH2:20][O:21][C:22]2[CH:23]=[C:24]([C:47]3[CH:48]=[CH:49][C:44]([Cl:43])=[CH:45][CH:46]=3)[CH:25]=[C:26]([S:28]([CH:31]([CH3:33])[CH3:32])(=[O:30])=[O:29])[CH:27]=2)[C:10]=1[CH2:35][CH2:36][C:37]([O:39][CH2:40][CH3:41])=[O:38])[CH3:2]. Reactant: [CH2:1]([O:3][C:4](=[O:42])[CH2:5][CH2:6][CH2:7][O:8][C:9]1[CH:14]=[CH:13][CH:12]=[C:11]([CH2:15][CH2:16][CH2:17][CH2:18][CH2:19][CH2:20][O:21][C:22]2[CH:27]=[C:26]([S:28]([CH:31]([CH3:33])[CH3:32])(=[O:30])=[O:29])[CH:25]=[C:24](Br)[CH:23]=2)[C:10]=1[CH2:35][CH2:36][C:37]([O:39][CH2:40][CH3:41])=[O:38])[CH3:2].[Cl:43][C:44]1[CH:49]=[CH:48][C:47](B(O)O)=[CH:46][CH:45]=1.C(=O)([O-])[O-].[Cs+].[Cs+]. The catalyst class is: 140. (2) Reactant: [Cl:1][C:2]1[CH:3]=[C:4]([CH:8]=[CH:9][C:10]=1[OH:11])[C:5](O)=[O:6].C1CC[CH:15]([N:18]=[C:19]=NC2CCCCC2)CC1.C1C=CC2N(O)N=NC=2C=1.CNC. Product: [Cl:1][C:2]1[CH:3]=[C:4]([CH:8]=[CH:9][C:10]=1[OH:11])[C:5]([N:18]([CH3:19])[CH3:15])=[O:6]. The catalyst class is: 3. (3) Reactant: [CH2:1]([NH:4][C:5]1[N:6]([C:23]2[CH:24]=[C:25]([CH:30]=[CH:31][C:32]=2[CH3:33])[C:26]([O:28]C)=[O:27])[C:7](=[O:22])[C:8]([Cl:21])=[C:9]([O:11][CH2:12][C:13]2[CH:18]=[CH:17][C:16]([F:19])=[CH:15][C:14]=2[F:20])[N:10]=1)[CH:2]=[CH2:3].[OH-].[Na+].C(O)(=O)CC(CC(O)=O)(C(O)=O)O. Product: [CH2:1]([NH:4][C:5]1[N:6]([C:23]2[CH:24]=[C:25]([CH:30]=[CH:31][C:32]=2[CH3:33])[C:26]([OH:28])=[O:27])[C:7](=[O:22])[C:8]([Cl:21])=[C:9]([O:11][CH2:12][C:13]2[CH:18]=[CH:17][C:16]([F:19])=[CH:15][C:14]=2[F:20])[N:10]=1)[CH:2]=[CH2:3]. The catalyst class is: 12. (4) Reactant: [N:1]1([CH2:7][CH2:8][NH2:9])[CH2:6][CH2:5][CH2:4][CH2:3][CH2:2]1.F[P-](F)(F)(F)(F)F.N1(O[P+](N(C)C)(N(C)C)N(C)C)C2C=CC=CC=2N=N1.C(N(CC)CC)C.[Cl:44][C:45]1[CH:53]=[CH:52][C:48]([C:49](O)=[O:50])=[C:47]([NH:54][CH2:55][CH3:56])[CH:46]=1. Product: [Cl:44][C:45]1[CH:53]=[CH:52][C:48]([C:49]([NH:9][CH2:8][CH2:7][N:1]2[CH2:6][CH2:5][CH2:4][CH2:3][CH2:2]2)=[O:50])=[C:47]([NH:54][CH2:55][CH3:56])[CH:46]=1. The catalyst class is: 1. (5) Reactant: [OH:1][C:2]1[CH:9]=[CH:8][C:5]([CH:6]=[O:7])=[CH:4][C:3]=1[O:10][CH3:11].C([O-])([O-])=O.[K+].[K+].[C:18]([O:21][CH2:22][CH2:23]Br)(=[O:20])[CH3:19]. Product: [C:18]([O:21][CH2:22][CH2:23][O:1][C:2]1[CH:9]=[CH:8][C:5]([CH:6]=[O:7])=[CH:4][C:3]=1[O:10][CH3:11])(=[O:20])[CH3:19]. The catalyst class is: 883. (6) Reactant: [CH2:1]([O:3][C:4](=[O:35])/[C:5](/[CH2:24][CH2:25][CH2:26][O:27]CC1C=CC=CC=1)=[CH:6]\[CH2:7][C@H:8]([NH:16][C:17]([O:19][C:20]([CH3:23])([CH3:22])[CH3:21])=[O:18])[C:9]([O:11][C:12]([CH3:15])([CH3:14])[CH3:13])=[O:10])[CH3:2].C(OC(=O)/C(/CCCOCC1C=CC=CC=1)=C/C[C@H](NC(OC(C)(C)C)=O)C(OC(C)(C)C)=O)C. Product: [C:20]([O:19][C:17]([NH:16][C@@H:8]([CH2:7][CH2:6][CH:5]([CH2:24][CH2:25][CH2:26][OH:27])[C:4]([O:3][CH2:1][CH3:2])=[O:35])[C:9]([O:11][C:12]([CH3:14])([CH3:15])[CH3:13])=[O:10])=[O:18])([CH3:23])([CH3:22])[CH3:21]. The catalyst class is: 19. (7) Reactant: [CH2:1]([N:3]1[CH2:8][CH2:7][N:6]([C:9]2[C:18]3[C:13](=[CH:14][CH:15]=[CH:16][CH:17]=3)[CH:12]=[C:11]([C:19]3[CH:24]=[CH:23][C:22]([OH:25])=[CH:21][CH:20]=3)[N:10]=2)[CH2:5][CH2:4]1)[CH3:2].C(=O)([O-])[O-].[K+].[K+].Br[CH2:33][CH:34]1[O:38][CH2:37][CH2:36][O:35]1.O. Product: [CH2:1]([N:3]1[CH2:4][CH2:5][N:6]([C:9]2[C:18]3[C:13](=[CH:14][CH:15]=[CH:16][CH:17]=3)[CH:12]=[C:11]([C:19]3[CH:20]=[CH:21][C:22]([O:25][CH2:33][CH:34]4[O:38][CH2:37][CH2:36][O:35]4)=[CH:23][CH:24]=3)[N:10]=2)[CH2:7][CH2:8]1)[CH3:2]. The catalyst class is: 9.